Predict the reactants needed to synthesize the given product. From a dataset of Full USPTO retrosynthesis dataset with 1.9M reactions from patents (1976-2016). (1) Given the product [CH:30]1([CH2:29][O:28][C:22]2[CH:23]=[C:24]([F:27])[CH:25]=[CH:26][C:21]=2[C:20]2[C:15]3[NH:14][C:13]([CH3:33])=[C:12]([C:10]([NH:9][C@H:6]4[CH2:7][CH2:8][C@@H:3]([NH:2][C:37](=[O:38])[CH2:36][O:35][CH3:34])[CH2:4][CH2:5]4)=[O:11])[C:16]=3[N:17]=[CH:18][N:19]=2)[CH2:31][CH2:32]1, predict the reactants needed to synthesize it. The reactants are: Cl.[NH2:2][C@@H:3]1[CH2:8][CH2:7][C@H:6]([NH:9][C:10]([C:12]2[C:16]3[N:17]=[CH:18][N:19]=[C:20]([C:21]4[CH:26]=[CH:25][C:24]([F:27])=[CH:23][C:22]=4[O:28][CH2:29][CH:30]4[CH2:32][CH2:31]4)[C:15]=3[NH:14][C:13]=2[CH3:33])=[O:11])[CH2:5][CH2:4]1.[CH3:34][O:35][CH2:36][C:37](Cl)=[O:38]. (2) Given the product [CH:1]1([CH:6]([C:10]2[CH:15]=[CH:14][C:13]([CH2:16][N:17]3[C:22](=[O:23])[CH2:21][O:20][C:19]([C:24]4[CH:29]=[CH:28][CH:27]=[CH:26][CH:25]=4)=[N:18]3)=[CH:12][CH:11]=2)[C:7]([NH:30][C:31]2[CH:39]=[CH:38][CH:37]=[C:36]3[C:32]=2[CH2:33][C:34]([CH3:44])([C:40]([O:42][CH3:43])=[O:41])[CH2:35]3)=[O:8])[CH2:5][CH2:4][CH2:3][CH2:2]1, predict the reactants needed to synthesize it. The reactants are: [CH:1]1([CH:6]([C:10]2[CH:15]=[CH:14][C:13]([CH2:16][N:17]3[C:22](=[O:23])[CH2:21][O:20][C:19]([C:24]4[CH:29]=[CH:28][CH:27]=[CH:26][CH:25]=4)=[N:18]3)=[CH:12][CH:11]=2)[C:7](O)=[O:8])[CH2:5][CH2:4][CH2:3][CH2:2]1.[NH2:30][C:31]1[CH:39]=[CH:38][CH:37]=[C:36]2[C:32]=1[CH2:33][C:34]([CH3:44])([C:40]([O:42][CH3:43])=[O:41])[CH2:35]2.N1C=CC=CC=1. (3) Given the product [Cl:31][C:32]1[S:44][C:35]2=[N:36][C:37]([Cl:43])=[C:38]([C@@H:40]([N:5]3[C:1](=[O:11])[C:2]4[C:3](=[CH:7][CH:8]=[CH:9][CH:10]=4)[C:4]3=[O:6])[CH3:41])[CH:39]=[C:34]2[CH:33]=1, predict the reactants needed to synthesize it. The reactants are: [C:1]1(=[O:11])[NH:5][C:4](=[O:6])[C:3]2=[CH:7][CH:8]=[CH:9][CH:10]=[C:2]12.C1(P(C2C=CC=CC=2)C2C=CC=CC=2)C=CC=CC=1.[Cl:31][C:32]1[S:44][C:35]2=[N:36][C:37]([Cl:43])=[C:38]([C@H:40](O)[CH3:41])[CH:39]=[C:34]2[CH:33]=1.N(C(OC(C)C)=O)=NC(OC(C)C)=O. (4) Given the product [Cl:1][C:2]1[CH:6]=[C:5]([C:7]2[CH:8]=[N:9][CH:10]=[C:11]([C:13]#[C:14][CH3:15])[CH:12]=2)[S:4][C:3]=1[C@:16]1([CH3:37])[CH2:21][C@@H:20]([C:22]2[C:23]([CH3:28])=[N:24][O:25][C:26]=2[CH3:27])[S:19][C:18]([NH2:29])=[N:17]1.[C:38]([OH:44])([C:40]([F:43])([F:42])[F:41])=[O:39], predict the reactants needed to synthesize it. The reactants are: [Cl:1][C:2]1[CH:6]=[C:5]([C:7]2[CH:8]=[N:9][CH:10]=[C:11]([C:13]#[C:14][CH3:15])[CH:12]=2)[S:4][C:3]=1[C@:16]1([CH3:37])[CH2:21][C@@H:20]([C:22]2[C:23]([CH3:28])=[N:24][O:25][C:26]=2[CH3:27])[S:19][C:18]([NH:29]C(=O)OC(C)(C)C)=[N:17]1.[C:38]([OH:44])([C:40]([F:43])([F:42])[F:41])=[O:39].